Dataset: Forward reaction prediction with 1.9M reactions from USPTO patents (1976-2016). Task: Predict the product of the given reaction. (1) Given the reactants [CH:1]12[CH2:10][CH:5]3[CH2:6][CH:7]([CH2:9][CH:3]([CH2:4]3)[C:2]1=O)[CH2:8]2.[NH2:12][CH2:13][CH:14]([NH2:16])[CH3:15].[BH4-].[Na+].[CH2:19](O)C, predict the reaction product. The product is: [CH:1]12[CH2:10][CH:5]3[CH2:6][CH:7]([CH2:9][CH:3]([CH2:4]3)[CH:2]1[NH:12][CH2:13][C:14]([CH3:19])([NH2:16])[CH3:15])[CH2:8]2. (2) Given the reactants [CH3:1][N:2]1[C:9](=O)[CH2:8][N:7]([CH2:11][C:12]2[CH:17]=[CH:16][CH:15]=[CH:14][CH:13]=2)[C:6](=O)[C:3]21[CH2:5][CH2:4]2.Cl.[OH-].[Na+], predict the reaction product. The product is: [CH3:1][N:2]1[CH2:9][CH2:8][N:7]([CH2:11][C:12]2[CH:17]=[CH:16][CH:15]=[CH:14][CH:13]=2)[CH2:6][C:3]21[CH2:4][CH2:5]2. (3) Given the reactants Br[C:2]1[CH:19]=[CH:18][C:5]([O:6][C:7]2[CH:14]=[CH:13][C:10]([C:11]#[N:12])=[C:9]([N:15]([CH3:17])[CH3:16])[N:8]=2)=[CH:4][C:3]=1[CH:20]=[O:21].[B:22]1([B:22]2[O:26][C:25]([CH3:28])([CH3:27])[C:24]([CH3:30])([CH3:29])[O:23]2)[O:26][C:25]([CH3:28])([CH3:27])[C:24]([CH3:30])([CH3:29])[O:23]1.C([O-])(=O)C.[K+].COCCOC, predict the reaction product. The product is: [CH3:16][N:15]([CH3:17])[C:9]1[N:8]=[C:7]([O:6][C:5]2[CH:18]=[CH:19][C:2]([B:22]3[O:26][C:25]([CH3:28])([CH3:27])[C:24]([CH3:30])([CH3:29])[O:23]3)=[C:3]([CH:20]=[O:21])[CH:4]=2)[CH:14]=[CH:13][C:10]=1[C:11]#[N:12]. (4) Given the reactants NC1C2C(=CC=C([C:12]3[CH:13]=[C:14]([CH:18]=[CH:19][C:20]=3C)[C:15](O)=[O:16])C=2)N=CN=1.C(Cl)(=O)C(Cl)=O.O(C1C=CC([NH2:39])=CC=1)C1C=CC=CC=1.C(N(CC)CC)C, predict the reaction product. The product is: [C:15]([NH2:39])(=[O:16])[C:14]1[CH:18]=[CH:19][CH:20]=[CH:12][CH:13]=1. (5) Given the reactants C[O:2][C:3](=[O:33])/[CH:4]=[CH:5]/[C:6]1[CH:7]=[C:8]2[C:29](=[CH:30][CH:31]=1)[O:28][C:11]1([CH2:16][CH2:15][N:14]([CH2:17][C:18]3[C:26]4[C:21](=[CH:22][C:23]([F:27])=[CH:24][CH:25]=4)[NH:20][CH:19]=3)[CH2:13][CH2:12]1)[CH2:10][C:9]2=[O:32].[OH-].[Na+], predict the reaction product. The product is: [F:27][C:23]1[CH:22]=[C:21]2[C:26]([C:18]([CH2:17][N:14]3[CH2:15][CH2:16][C:11]4([CH2:10][C:9](=[O:32])[C:8]5[C:29](=[CH:30][CH:31]=[C:6](/[CH:5]=[CH:4]/[C:3]([OH:33])=[O:2])[CH:7]=5)[O:28]4)[CH2:12][CH2:13]3)=[CH:19][NH:20]2)=[CH:25][CH:24]=1. (6) Given the reactants [CH3:1][C:2]1[CH:7]=[CH:6][C:5]([C:8]([N:10]=[C:11]=[S:12])=[O:9])=[CH:4][CH:3]=1.[CH3:13][O:14][C:15]1[CH:16]=[C:17]2[C:22](=[CH:23][C:24]=1[O:25][CH3:26])[N:21]=[CH:20][CH:19]=[C:18]2[O:27][C:28]1[CH:34]=[CH:33][C:31]([NH2:32])=[C:30]([CH3:35])[CH:29]=1.C1(C)C=CC=CC=1, predict the reaction product. The product is: [CH3:13][O:14][C:15]1[CH:16]=[C:17]2[C:22](=[CH:23][C:24]=1[O:25][CH3:26])[N:21]=[CH:20][CH:19]=[C:18]2[O:27][C:28]1[CH:34]=[CH:33][C:31]([NH:32][C:11]([NH:10][C:8](=[O:9])[C:5]2[CH:4]=[CH:3][C:2]([CH3:1])=[CH:7][CH:6]=2)=[S:12])=[C:30]([CH3:35])[CH:29]=1.